This data is from Full USPTO retrosynthesis dataset with 1.9M reactions from patents (1976-2016). The task is: Predict the reactants needed to synthesize the given product. (1) Given the product [Br:1][C:2]1[CH:7]=[C:6]([C:8]([CH3:9])([CH3:11])[CH3:10])[CH:5]=[CH:4][C:3]=1[CH2:12][Br:13], predict the reactants needed to synthesize it. The reactants are: [Br:1][C:2]1[CH:7]=[C:6]([C:8]([CH3:11])([CH3:10])[CH3:9])[CH:5]=[CH:4][C:3]=1[CH3:12].[Br:13]Br.C(OOC(=O)C1C=CC=CC=1)(=O)C1C=CC=CC=1.[H][H]. (2) Given the product [CH2:1]([O:8][C:9]1[N:24]=[C:23]([C:41]2[CH:40]=[C:39]3[C:44](=[CH:43][CH:42]=2)[N:36]([CH3:35])[CH:37]=[CH:38]3)[C:22]([OH:26])=[C:21]([O:27][CH2:28][C:29]2[CH:34]=[CH:33][CH:32]=[CH:31][CH:30]=2)[C:10]=1[C:11]([O:13][CH2:14][C:15]1[CH:20]=[CH:19][CH:18]=[CH:17][CH:16]=1)=[O:12])[C:2]1[CH:7]=[CH:6][CH:5]=[CH:4][CH:3]=1, predict the reactants needed to synthesize it. The reactants are: [CH2:1]([O:8][C:9]1[N:24]=[C:23](Br)[C:22]([OH:26])=[C:21]([O:27][CH2:28][C:29]2[CH:34]=[CH:33][CH:32]=[CH:31][CH:30]=2)[C:10]=1[C:11]([O:13][CH2:14][C:15]1[CH:20]=[CH:19][CH:18]=[CH:17][CH:16]=1)=[O:12])[C:2]1[CH:7]=[CH:6][CH:5]=[CH:4][CH:3]=1.[CH3:35][N:36]1[C:44]2[C:39](=[CH:40][C:41](B(O)O)=[CH:42][CH:43]=2)[CH:38]=[CH:37]1.F[B-](F)(F)F.C([PH+](C(C)(C)C)C(C)(C)C)(C)(C)C.[F-].[K+]. (3) Given the product [CH3:25][O:24][C:7]1[CH:6]=[CH:5][C:4]2[N:3]=[C:2]([NH:31][C:28]3[CH:29]=[CH:30][NH:26][N:27]=3)[C:11]3=[N:12][NH:13][CH:14]=[C:10]3[C:9]=2[CH:8]=1, predict the reactants needed to synthesize it. The reactants are: Cl[C:2]1[C:11]2=[N:12][N:13](CC3C=CC(OC)=CC=3)[CH:14]=[C:10]2[C:9]2[CH:8]=[C:7]([O:24][CH3:25])[CH:6]=[CH:5][C:4]=2[N:3]=1.[NH:26]1[CH:30]=[CH:29][C:28]([NH2:31])=[N:27]1.Cl. (4) Given the product [F:14][C:10]([F:15])([C:9]([F:17])([F:16])[F:8])[CH2:11][CH2:12][C:19]1[CH:24]=[CH:23][C:22]([C:25]2[CH:26]=[CH:27][C:28]([S:31]([C:34]3([C:40]([O:42][C:43]([CH3:46])([CH3:45])[CH3:44])=[O:41])[CH2:39][CH2:38][O:37][CH2:36][CH2:35]3)(=[O:33])=[O:32])=[CH:29][CH:30]=2)=[CH:21][CH:20]=1, predict the reactants needed to synthesize it. The reactants are: N#N.Cl[Si](C)(C)C.[F:8][C:9]([F:17])([F:16])[C:10]([F:15])([F:14])[CH2:11][CH2:12]I.Br[C:19]1[CH:24]=[CH:23][C:22]([C:25]2[CH:30]=[CH:29][C:28]([S:31]([C:34]3([C:40]([O:42][C:43]([CH3:46])([CH3:45])[CH3:44])=[O:41])[CH2:39][CH2:38][O:37][CH2:36][CH2:35]3)(=[O:33])=[O:32])=[CH:27][CH:26]=2)=[CH:21][CH:20]=1. (5) Given the product [Cl:20][CH2:21][CH2:22][CH2:23][CH:24]([C:28]1[CH:29]=[CH:30][C:31]([C:34]([F:35])([F:36])[F:37])=[CH:32][CH:33]=1)[C:25]([NH:10][NH:9][C:7](=[O:8])[C:6]1[CH:11]=[CH:12][C:13]([C:14]2[O:18][C:17]([CH3:19])=[N:16][CH:15]=2)=[C:4]([O:3][CH3:2])[CH:5]=1)=[O:26], predict the reactants needed to synthesize it. The reactants are: Cl.[CH3:2][O:3][C:4]1[CH:5]=[C:6]([CH:11]=[CH:12][C:13]=1[C:14]1[O:18][C:17]([CH3:19])=[N:16][CH:15]=1)[C:7]([NH:9][NH2:10])=[O:8].[Cl:20][CH2:21][CH2:22][CH2:23][CH:24]([C:28]1[CH:33]=[CH:32][C:31]([C:34]([F:37])([F:36])[F:35])=[CH:30][CH:29]=1)[C:25](O)=[O:26].C(N(CC)CC)C.P(C#N)(OCC)(OCC)=O. (6) Given the product [CH2:1]([O:4][CH2:5][CH2:6][O:7][CH2:8][CH2:9][OH:10])[CH:2]=[CH2:3], predict the reactants needed to synthesize it. The reactants are: [CH2:1]([O:4][CH2:5][CH2:6][O:7][CH2:8][C:9](OC)=[O:10])[CH:2]=[CH2:3].[H-].[H-].[H-].[H-].[Li+].[Al+3].